This data is from Forward reaction prediction with 1.9M reactions from USPTO patents (1976-2016). The task is: Predict the product of the given reaction. (1) Given the reactants [NH2:1][C:2]1[CH:7]=[CH:6][C:5]([C:8]([CH3:19])([C:14]([O:16][CH2:17][CH3:18])=[O:15])[C:9]([O:11][CH2:12][CH3:13])=[O:10])=[CH:4][CH:3]=1.Cl[CH2:21][CH2:22][NH:23][CH2:24][CH2:25]Cl.Cl, predict the reaction product. The product is: [CH3:19][C:8]([C:5]1[CH:6]=[CH:7][C:2]([N:1]2[CH2:25][CH2:24][NH:23][CH2:22][CH2:21]2)=[CH:3][CH:4]=1)([C:9]([O:11][CH2:12][CH3:13])=[O:10])[C:14]([O:16][CH2:17][CH3:18])=[O:15]. (2) Given the reactants F[B-](F)(F)F.[Br:6][C:7]1[CH:8]=[CH:9][C:10]([CH3:15])=[C:11]([N+:13]#[N:14])[CH:12]=1.C([O-])(=O)C.[K+], predict the reaction product. The product is: [Br:6][C:7]1[CH:12]=[C:11]2[C:10]([CH:15]=[N:14][NH:13]2)=[CH:9][CH:8]=1. (3) Given the reactants O[CH2:2][CH2:3][CH2:4][CH2:5][CH2:6][NH:7][C:8]([NH:10][CH2:11][CH2:12][CH2:13][CH2:14][CH3:15])=[O:9].[Br-:16], predict the reaction product. The product is: [Br:16][CH2:2][CH2:3][CH2:4][CH2:5][CH2:6][NH:7][C:8]([NH:10][CH2:11][CH2:12][CH2:13][CH2:14][CH3:15])=[O:9]. (4) Given the reactants [Br:1][C:2]1[CH:3]=[C:4]2[C:8](=[CH:9][CH:10]=1)[NH:7][C:6](=[O:11])[CH2:5]2.[CH:12]([C:14]1[NH:18][C:17]2[CH2:19][CH2:20][CH2:21][CH2:22][CH2:23][C:16]=2[C:15]=1[CH2:24][CH2:25][C:26]([OH:28])=[O:27])=O.N1CCCCC1, predict the reaction product. The product is: [Br:1][C:2]1[CH:3]=[C:4]2[C:8](=[CH:9][CH:10]=1)[NH:7][C:6](=[O:11])/[C:5]/2=[CH:12]\[C:14]1[NH:18][C:17]2[CH2:19][CH2:20][CH2:21][CH2:22][CH2:23][C:16]=2[C:15]=1[CH2:24][CH2:25][C:26]([OH:28])=[O:27].